From a dataset of Full USPTO retrosynthesis dataset with 1.9M reactions from patents (1976-2016). Predict the reactants needed to synthesize the given product. Given the product [CH3:27][O:26][C:22]1[CH:21]=[C:20]([C:19]#[C:18][C:16]2[CH:17]=[C:12]([CH:7]=[O:6])[CH:13]=[N:14][CH:15]=2)[CH:25]=[CH:24][CH:23]=1, predict the reactants needed to synthesize it. The reactants are: C([Mg]Cl)(C)C.[O:6]1CCC[CH2:7]1.Br[C:12]1[CH:13]=[N:14][CH:15]=[C:16]([C:18]#[C:19][C:20]2[CH:25]=[CH:24][CH:23]=[C:22]([O:26][CH3:27])[CH:21]=2)[CH:17]=1.